From a dataset of Full USPTO retrosynthesis dataset with 1.9M reactions from patents (1976-2016). Predict the reactants needed to synthesize the given product. (1) Given the product [CH3:22][N:23]([CH3:27])[CH2:24][C:25]#[C:26][C:2]1[CH:7]=[CH:6][N:5]=[CH:4][C:3]=1[NH:8][C:9](=[O:15])[O:10][C:11]([CH3:14])([CH3:13])[CH3:12], predict the reactants needed to synthesize it. The reactants are: I[C:2]1[CH:7]=[CH:6][N:5]=[CH:4][C:3]=1[NH:8][C:9](=[O:15])[O:10][C:11]([CH3:14])([CH3:13])[CH3:12].C(=O)([O-])[O-].[K+].[K+].[CH3:22][N:23]([CH3:27])[CH2:24][C:25]#[CH:26]. (2) Given the product [CH3:1][O:2][C:3]1[CH:27]=[C:26]([O:28][CH3:29])[CH:25]=[CH:24][C:4]=1[CH2:5][N:6]([C:19]1[S:23][N:22]=[CH:21][N:20]=1)[S:7]([C:10]1[CH:15]=[C:14]([F:16])[C:13]([O:42][C@H:37]2[CH2:38][CH2:39][CH2:40][CH2:41][C@@H:36]2[C:30]2[CH:31]=[CH:32][CH:33]=[CH:34][CH:35]=2)=[CH:12][C:11]=1[F:18])(=[O:8])=[O:9], predict the reactants needed to synthesize it. The reactants are: [CH3:1][O:2][C:3]1[CH:27]=[C:26]([O:28][CH3:29])[CH:25]=[CH:24][C:4]=1[CH2:5][N:6]([C:19]1[S:23][N:22]=[CH:21][N:20]=1)[S:7]([C:10]1[CH:15]=[C:14]([F:16])[C:13](F)=[CH:12][C:11]=1[F:18])(=[O:9])=[O:8].[C:30]1([C@H:36]2[CH2:41][CH2:40][CH2:39][CH2:38][C@@H:37]2[OH:42])[CH:35]=[CH:34][CH:33]=[CH:32][CH:31]=1.[H-].[Na+].O. (3) Given the product [F:1][C:4]1([CH:3]([OH:2])[C:9]#[N:10])[CH2:8][CH2:7][CH2:6][CH2:5]1, predict the reactants needed to synthesize it. The reactants are: [FH:1].[O:2]1[C:4]2([CH2:8][CH2:7][CH2:6][CH2:5]2)[CH:3]1[C:9]#[N:10].C(=O)([O-])[O-].[Na+].[Na+]. (4) Given the product [Cl:1][C:2]1[CH:3]=[CH:4][C:5]([C:6]([C:8]2[CH:9]=[C:10]3[C:11](=[CH:12][CH:13]=2)[N:14]=[CH:15][C:17]([C:18]([O:20][CH2:21][CH3:22])=[O:19])=[C:23]3[OH:24])=[O:7])=[CH:27][CH:28]=1, predict the reactants needed to synthesize it. The reactants are: [Cl:1][C:2]1[CH:28]=[CH:27][C:5]([C:6]([C:8]2[CH:13]=[CH:12][C:11]([NH:14][C:15]([C:17](=[CH:23][O:24]CC)[C:18]([O:20][CH2:21][CH3:22])=[O:19])=O)=[CH:10][CH:9]=2)=[O:7])=[CH:4][CH:3]=1. (5) Given the product [CH:1]([O:4][C:5]([N:7]1[CH2:8][CH2:9][CH:10]([O:13][C:14]2[CH:19]=[C:18]([O:20][C:21]3[C:22]([CH3:36])=[N:23][C:24]([NH:27][CH2:28][CH:29]([OH:30])[CH2:33][OH:32])=[CH:25][CH:26]=3)[N:17]=[CH:16][N:15]=2)[CH2:11][CH2:12]1)=[O:6])([CH3:3])[CH3:2], predict the reactants needed to synthesize it. The reactants are: [CH:1]([O:4][C:5]([N:7]1[CH2:12][CH2:11][CH:10]([O:13][C:14]2[CH:19]=[C:18]([O:20][C:21]3[C:22]([CH3:36])=[N:23][C:24]([NH:27][CH2:28][CH:29]4[CH2:33][O:32]C(C)(C)[O:30]4)=[CH:25][CH:26]=3)[N:17]=[CH:16][N:15]=2)[CH2:9][CH2:8]1)=[O:6])([CH3:3])[CH3:2].Cl. (6) Given the product [CH3:11][C:9]1[CH:8]=[CH:7][C:5]2[NH:6][C:2]([S:1][C:17]3[O:21][C:20]([CH:22]=[O:23])=[CH:19][CH:18]=3)=[N:3][C:4]=2[CH:10]=1, predict the reactants needed to synthesize it. The reactants are: [SH:1][C:2]1[NH:3][C:4]2[CH:10]=[C:9]([CH3:11])[CH:8]=[CH:7][C:5]=2[N:6]=1.[H-].[Na+].[N+]([C:17]1[O:21][C:20]([CH:22]=[O:23])=[CH:19][CH:18]=1)([O-])=O.O. (7) Given the product [Cl:1][C:2]1[CH:3]=[CH:4][CH:5]=[C:6]2[C:11]=1[N:10]=[C:9]([C:12]1[N:13]=[CH:14][S:15][CH:16]=1)[C:8]([C@@H:17]([NH:19][C:21]1[N:29]=[CH:28][N:27]=[C:26]3[C:22]=1[N:23]=[CH:24][NH:25]3)[CH3:18])=[CH:7]2, predict the reactants needed to synthesize it. The reactants are: [Cl:1][C:2]1[CH:3]=[CH:4][CH:5]=[C:6]2[C:11]=1[N:10]=[C:9]([C:12]1[N:13]=[CH:14][S:15][CH:16]=1)[C:8]([C@@H:17]([NH2:19])[CH3:18])=[CH:7]2.Cl[C:21]1[N:29]=[CH:28][N:27]=[C:26]2[C:22]=1[NH:23][CH:24]=[N:25]2.CCN(C(C)C)C(C)C.